This data is from Catalyst prediction with 721,799 reactions and 888 catalyst types from USPTO. The task is: Predict which catalyst facilitates the given reaction. (1) Reactant: [H-].[Na+].[OH:3][C:4]1[CH:5]=[C:6]([CH:9]=[CH:10][C:11]=1[OH:12])[CH:7]=[O:8].[CH2:13](Br)[C:14]#[CH:15].Cl. Product: [CH2:15]([O:3][C:4]1[CH:5]=[C:6]([CH:9]=[CH:10][C:11]=1[OH:12])[CH:7]=[O:8])[C:14]#[CH:13]. The catalyst class is: 16. (2) Reactant: [NH:1]([C:3]1[N:11]=[C:10]2[C:6]([N:7]=[CH:8][N:9]2[C@H:12]2[C@H:16]([OH:17])[C@H:15]([OH:18])[C@@H:14]([CH2:19][OH:20])[O:13]2)=[C:5]([NH:21][CH:22]2[CH2:26][CH2:25][CH2:24][CH2:23]2)[N:4]=1)[NH2:2].[CH:27]([CH:29]([CH:35]=O)[C:30]([O:32][CH2:33][CH3:34])=[O:31])=O.C(N(C(C)C)CC)(C)C. Product: [OH:17][C@@H:16]1[C@H:15]([OH:18])[C@@H:14]([CH2:19][OH:20])[O:13][CH:12]1[N:9]1[CH:8]=[N:7][C:6]2[C:10]1=[N:11][C:3]([N:1]1[CH:35]=[C:29]([C:30]([O:32][CH2:33][CH3:34])=[O:31])[CH:27]=[N:2]1)=[N:4][C:5]=2[NH:21][CH:22]1[CH2:23][CH2:24][CH2:25][CH2:26]1. The catalyst class is: 8. (3) Reactant: [N:1]1[C:10]2[C:5](=[CH:6][CH:7]=[CH:8][CH:9]=2)[CH:4]=[C:3](B(O)O)[CH:2]=1.[CH3:14][N:15]([CH3:39])[CH2:16][CH2:17][N:18]1[C:27]2[C@@:22]([CH3:37])([C@H:23]3[CH2:34][CH2:33][C@@:32]4([CH3:35])[C@@H:28]([CH2:29][CH:30]=[C:31]4I)[C@@H:24]3[CH2:25][CH:26]=2)[CH2:21][CH2:20][C:19]1=[O:38].O. Product: [CH3:14][N:15]([CH3:39])[CH2:16][CH2:17][N:18]1[C:27]2[C@@:22]([CH3:37])([C@H:23]3[CH2:34][CH2:33][C@@:32]4([CH3:35])[C@@H:28]([CH2:29][CH:30]=[C:31]4[C:3]4[CH:2]=[N:1][C:10]5[C:5]([CH:4]=4)=[CH:6][CH:7]=[CH:8][CH:9]=5)[C@@H:24]3[CH2:25][CH:26]=2)[CH2:21][CH2:20][C:19]1=[O:38]. The catalyst class is: 184. (4) Product: [OH:8][C:9]1[CH:14]=[C:13]2[C:12](=[CH:11][C:10]=1[C:21]([F:24])([F:23])[F:22])[NH:18][CH:16]=[CH:15]2. Reactant: C([O:8][C:9]1[C:10]([C:21]([F:24])([F:23])[F:22])=[CH:11][C:12]([N+:18]([O-])=O)=[C:13]([CH2:15][C:16]#N)[CH:14]=1)C1C=CC=CC=1.O.C(O)(=O)C. The catalyst class is: 29. (5) Reactant: [CH2:1]([NH:8][C:9]([C:11]1[S:15][C:14]([C:16]2[O:20][CH:19]=[N:18][CH:17]=2)=[N:13][C:12]=1[CH3:21])=[O:10])[C:2]1[CH:7]=[CH:6][CH:5]=[CH:4][CH:3]=1.C([Li])CCC.II.[Br-].[CH2:30]([Zn+])[C:31]1[CH:36]=[CH:35][CH:34]=[CH:33][CH:32]=1.[Cl-].[NH4+]. Product: [CH2:1]([NH:8][C:9]([C:11]1[S:15][C:14]([C:16]2[O:20][C:19]([CH2:30][C:31]3[CH:36]=[CH:35][CH:34]=[CH:33][CH:32]=3)=[N:18][CH:17]=2)=[N:13][C:12]=1[CH3:21])=[O:10])[C:2]1[CH:7]=[CH:6][CH:5]=[CH:4][CH:3]=1. The catalyst class is: 7. (6) The catalyst class is: 4. Reactant: [Br:1][C:2]1[CH:3]=[C:4]([CH2:7][NH2:8])[S:5][CH:6]=1.[C:9](O[C:9]([O:11][C:12]([CH3:15])([CH3:14])[CH3:13])=[O:10])([O:11][C:12]([CH3:15])([CH3:14])[CH3:13])=[O:10].C(N(CC)CC)C.Cl. Product: [C:12]([O:11][C:9](=[O:10])[NH:8][CH2:7][C:4]1[S:5][CH:6]=[C:2]([Br:1])[CH:3]=1)([CH3:15])([CH3:14])[CH3:13]. (7) The catalyst class is: 3. Product: [F:1][C:2]1[C:10]([F:11])=[CH:9][C:5]([C:6]([N:61]2[CH2:64][CH:63]([NH:65][C:66](=[O:72])[O:67][C:68]([CH3:70])([CH3:69])[CH3:71])[CH2:62]2)=[O:8])=[C:4]([NH:12][C:13]2[CH:18]=[CH:17][C:16]([I:19])=[CH:15][C:14]=2[F:20])[CH:3]=1. Reactant: [F:1][C:2]1[C:10]([F:11])=[CH:9][C:5]([C:6]([OH:8])=O)=[C:4]([NH:12][C:13]2[CH:18]=[CH:17][C:16]([I:19])=[CH:15][C:14]=2[F:20])[CH:3]=1.C1CN([P+](ON2N=NC3C=CC=CC2=3)(N2CCCC2)N2CCCC2)CC1.F[P-](F)(F)(F)(F)F.CN1CCOCC1.[NH:61]1[CH2:64][CH:63]([NH:65][C:66](=[O:72])[O:67][C:68]([CH3:71])([CH3:70])[CH3:69])[CH2:62]1. (8) Reactant: [CH3:1][S:2]([N:5]1[CH2:10][CH2:9][N:8]([CH2:11][C:12]2[S:20][C:19]3[C:18]([N:21]4[CH2:26][CH2:25][O:24][CH2:23][CH2:22]4)=[N:17][C:16]([C:27]4[CH:28]=[C:29]([CH:33]=[O:34])[CH:30]=[N:31][CH:32]=4)=[N:15][C:14]=3[CH:13]=2)[CH2:7][CH2:6]1)(=[O:4])=[O:3].C(O[BH-](OC(=O)C)OC(=O)C)(=O)C.[Na+]. Product: [O:24]1[CH2:23][CH2:22][N:21]([C:18]2[C:19]3[S:20][C:12]([CH2:11][N:8]4[CH2:7][CH2:6][N:5]([S:2]([CH3:1])(=[O:4])=[O:3])[CH2:10][CH2:9]4)=[CH:13][C:14]=3[N:15]=[C:16]([C:27]3[CH:28]=[C:29]([CH2:33][OH:34])[CH:30]=[N:31][CH:32]=3)[N:17]=2)[CH2:26][CH2:25]1. The catalyst class is: 3.